From a dataset of Forward reaction prediction with 1.9M reactions from USPTO patents (1976-2016). Predict the product of the given reaction. Given the reactants [CH:1]1([C:7]2[N:12]=[C:11]([CH3:13])[C:10]([CH2:14][OH:15])=[CH:9][CH:8]=2)[CH2:6][CH2:5][CH2:4][CH2:3][CH2:2]1.C[N+]1([O-])CCOCC1, predict the reaction product. The product is: [CH:1]1([C:7]2[N:12]=[C:11]([CH3:13])[C:10]([CH:14]=[O:15])=[CH:9][CH:8]=2)[CH2:2][CH2:3][CH2:4][CH2:5][CH2:6]1.